From a dataset of Peptide-MHC class I binding affinity with 185,985 pairs from IEDB/IMGT. Regression. Given a peptide amino acid sequence and an MHC pseudo amino acid sequence, predict their binding affinity value. This is MHC class I binding data. (1) The peptide sequence is AKYEICLEK. The MHC is HLA-B15:09 with pseudo-sequence HLA-B15:09. The binding affinity (normalized) is 0.0847. (2) The peptide sequence is TIESAKTKI. The MHC is HLA-A02:06 with pseudo-sequence HLA-A02:06. The binding affinity (normalized) is 0. (3) The peptide sequence is FPNITNLCPF. The MHC is HLA-B53:01 with pseudo-sequence HLA-B53:01. The binding affinity (normalized) is 1.00. (4) The peptide sequence is MTIHFFLNE. The MHC is HLA-A29:02 with pseudo-sequence HLA-A29:02. The binding affinity (normalized) is 0.514.